From a dataset of Reaction yield outcomes from USPTO patents with 853,638 reactions. Predict the reaction yield, written as a fraction of the theoretical maximum amount of product (1.0 means a 100% yield; for example, 0.34 means a 34% yield). The reactants are [C:1]([C:5]1[CH:6]=[C:7]2[C:12](=[C:13]([F:15])[CH:14]=1)[C:11](=[O:16])[N:10]([C:17]1[C:18]([CH2:41][OH:42])=[C:19]([N:23]3[C:27]4=[N:28][C:29]([C:32]5[CH:37]=[CH:36][CH:35]=[CH:34][C:33]=5[F:38])=[CH:30][CH:31]=[C:26]4[C:25]([C:39]#[N:40])=[CH:24]3)[CH:20]=[CH:21][CH:22]=1)[N:9]=[CH:8]2)([CH3:4])([CH3:3])[CH3:2].C([OH:45])C. The catalyst is O. The product is [C:1]([C:5]1[CH:6]=[C:7]2[C:12](=[C:13]([F:15])[CH:14]=1)[C:11](=[O:16])[N:10]([C:17]1[C:18]([CH2:41][OH:42])=[C:19]([N:23]3[C:27]4=[N:28][C:29]([C:32]5[CH:37]=[CH:36][CH:35]=[CH:34][C:33]=5[F:38])=[CH:30][CH:31]=[C:26]4[C:25]([C:39]([NH2:40])=[O:45])=[CH:24]3)[CH:20]=[CH:21][CH:22]=1)[N:9]=[CH:8]2)([CH3:4])([CH3:2])[CH3:3]. The yield is 0.910.